Dataset: Catalyst prediction with 721,799 reactions and 888 catalyst types from USPTO. Task: Predict which catalyst facilitates the given reaction. (1) Reactant: [Cl:1][C:2]1[CH:11]=[C:10]([CH2:12]O)[C:9]2[C:4](=[C:5]([F:14])[CH:6]=[CH:7][CH:8]=2)[N:3]=1.CCN(S(F)(F)[F:21])CC. Product: [Cl:1][C:2]1[CH:11]=[C:10]([CH2:12][F:21])[C:9]2[C:4](=[C:5]([F:14])[CH:6]=[CH:7][CH:8]=2)[N:3]=1. The catalyst class is: 2. (2) Reactant: [NH2:1][CH2:2][CH2:3][S:4]([NH:7][C:8]([C:10]1[NH:11][C:12]2[C:17]([C:18]=1[CH2:19][CH2:20][CH2:21][O:22][C:23]1[CH:28]=[C:27]([CH3:29])[C:26]([Cl:30])=[C:25]([CH3:31])[CH:24]=1)=[CH:16][CH:15]=[CH:14][CH:13]=2)=[O:9])(=[O:6])=[O:5].[CH:32]1([N:38]=[C:39]=[O:40])[CH2:37][CH2:36][CH2:35][CH2:34][CH2:33]1. The catalyst class is: 1. Product: [Cl:30][C:26]1[C:25]([CH3:31])=[CH:24][C:23]([O:22][CH2:21][CH2:20][CH2:19][C:18]2[C:17]3[C:12](=[CH:13][CH:14]=[CH:15][CH:16]=3)[NH:11][C:10]=2[C:8]([NH:7][S:4]([CH2:3][CH2:2][NH:1][C:39]([NH:38][CH:32]2[CH2:37][CH2:36][CH2:35][CH2:34][CH2:33]2)=[O:40])(=[O:6])=[O:5])=[O:9])=[CH:28][C:27]=1[CH3:29]. (3) Reactant: ClC1C(=O)N([C@@H](C2CC2)COC)C=C(Cl)N=1.[Cl:17][C:18]1[N:19]=[C:20]([NH:32][C:33]2[C:34]([CH3:44])=[N:35][C:36]([O:40][CH:41]([F:43])[F:42])=[C:37]([CH3:39])[CH:38]=2)[C:21](=[O:31])[N:22]([CH2:24][C@H:25]([CH:28]2[CH2:30][CH2:29]2)[O:26][CH3:27])[CH:23]=1.FC(F)OC1N=C(C)C(N)=CC=1C.C[Si]([N-][Si](C)(C)C)(C)C.[Na+]. Product: [Cl:17][C:18]1[N:19]=[C:20]([NH:32][C:33]2[C:34]([CH3:44])=[N:35][C:36]([O:40][CH:41]([F:43])[F:42])=[C:37]([CH3:39])[CH:38]=2)[C:21](=[O:31])[N:22]([CH2:24][C@H:25]([CH:28]2[CH2:29][CH2:30]2)[O:26][CH3:27])[CH:23]=1. The catalyst class is: 1. (4) Reactant: O[C:2]([C:10]1[CH:15]=[CH:14][C:13]([C:16]2[CH:21]=[CH:20][CH:19]=[CH:18][CH:17]=2)=[CH:12][CH:11]=1)([CH3:9])[CH2:3][C:4]([O:6][CH2:7][CH3:8])=[O:5].O=P12OP3(OP(OP(O3)(O1)=O)(=O)O2)=O. Product: [C:13]1([C:16]2[CH:17]=[CH:18][CH:19]=[CH:20][CH:21]=2)[CH:14]=[CH:15][C:10]([C:2]([CH3:9])=[CH:3][C:4]([O:6][CH2:7][CH3:8])=[O:5])=[CH:11][CH:12]=1. The catalyst class is: 48. (5) Reactant: [C:1]([O:5][C:6]([N:8]1[CH2:12][CH2:11][C@@H:10]([CH:13]2[CH2:15][O:14]2)[CH2:9]1)=[O:7])([CH3:4])([CH3:3])[CH3:2]. Product: [C:1]([O:5][C:6]([N:8]1[CH2:12][CH2:11][C@@H:10]([C@H:13]2[CH2:15][O:14]2)[CH2:9]1)=[O:7])([CH3:4])([CH3:2])[CH3:3]. The catalyst class is: 6. (6) Reactant: [Br:1][C:2]1[CH:7]=[CH:6][C:5]([C:8]([CH3:24])([CH3:23])[C@H:9]([N:14]([C:16]([O:18][C:19]([CH3:22])([CH3:21])[CH3:20])=[O:17])[CH3:15])[C:10]([O:12]C)=[O:11])=[CH:4][CH:3]=1.O.O.[OH-].[Li+].C(O)(=O)CC(CC(O)=O)(C(O)=O)O. Product: [Br:1][C:2]1[CH:3]=[CH:4][C:5]([C:8]([CH3:24])([CH3:23])[C@H:9]([N:14]([C:16]([O:18][C:19]([CH3:22])([CH3:21])[CH3:20])=[O:17])[CH3:15])[C:10]([OH:12])=[O:11])=[CH:6][CH:7]=1. The catalyst class is: 12. (7) Reactant: [OH:1][CH2:2][CH2:3][CH:4]1[O:9][C:8]2[N:10]=[C:11]([C:20]3[CH:25]=[CH:24][C:23]([C:26]4([NH:30][C:31](=[O:37])[O:32][C:33]([CH3:36])([CH3:35])[CH3:34])[CH2:29][CH2:28][CH2:27]4)=[CH:22][CH:21]=3)[C:12]([C:14]3[CH:19]=[CH:18][CH:17]=[CH:16][CH:15]=3)=[CH:13][C:7]=2[NH:6][C:5]1=[O:38].[C:39](=O)([O-])[O-].[K+].[K+].CI. Product: [C:33]([O:32][C:31](=[O:37])[NH:30][C:26]1([C:23]2[CH:24]=[CH:25][C:20]([C:11]3[C:12]([C:14]4[CH:15]=[CH:16][CH:17]=[CH:18][CH:19]=4)=[CH:13][C:7]4[N:6]([CH3:39])[C:5](=[O:38])[CH:4]([CH2:3][CH2:2][OH:1])[O:9][C:8]=4[N:10]=3)=[CH:21][CH:22]=2)[CH2:27][CH2:28][CH2:29]1)([CH3:35])([CH3:34])[CH3:36]. The catalyst class is: 3.